From a dataset of Full USPTO retrosynthesis dataset with 1.9M reactions from patents (1976-2016). Predict the reactants needed to synthesize the given product. (1) Given the product [NH2:1][C:2]1[CH:7]=[C:6]([C:8]2[C:9]([C:20]3[CH:25]=[CH:24][C:23]([F:26])=[C:22]([F:27])[CH:21]=3)=[N:10][N:11]([C:13]3[CH2:18][CH2:17][C:16](=[O:19])[NH:15][N:14]=3)[CH:12]=2)[CH:5]=[CH:4][N:3]=1, predict the reactants needed to synthesize it. The reactants are: [NH2:1][C:2]1[CH:7]=[C:6]([C:8]2[C:9]([C:20]3[CH:25]=[CH:24][C:23]([F:26])=[C:22]([F:27])[CH:21]=3)=[N:10][N:11]([C:13]3[CH:18]=[CH:17][C:16](=[O:19])[NH:15][N:14]=3)[CH:12]=2)[CH:5]=[CH:4][N:3]=1.NC1C=C(C2C(C3C=CC=CC=3)=NN(C3C=CC(=O)NN=3)C=2)C=CN=1. (2) Given the product [CH:11]1([C:9]2[NH:8][C:5]3=[N:6][CH:7]=[C:2]([B:17]4[O:21][C:20]([CH3:23])([CH3:22])[C:19]([CH3:25])([CH3:24])[O:18]4)[CH:3]=[C:4]3[CH:10]=2)[CH2:16][CH2:15][CH2:14][CH2:13][CH2:12]1, predict the reactants needed to synthesize it. The reactants are: Br[C:2]1[CH:3]=[C:4]2[CH:10]=[C:9]([CH:11]3[CH2:16][CH2:15][CH2:14][CH2:13][CH2:12]3)[NH:8][C:5]2=[N:6][CH:7]=1.[B:17]1([B:17]2[O:21][C:20]([CH3:23])([CH3:22])[C:19]([CH3:25])([CH3:24])[O:18]2)[O:21][C:20]([CH3:23])([CH3:22])[C:19]([CH3:25])([CH3:24])[O:18]1.C([O-])(=O)C.[K+].